This data is from Full USPTO retrosynthesis dataset with 1.9M reactions from patents (1976-2016). The task is: Predict the reactants needed to synthesize the given product. (1) Given the product [CH:1]([O:4][C:5]1[CH:13]=[CH:12][C:11]([S:14]([CH3:17])(=[O:16])=[O:15])=[CH:10][C:6]=1[C:7]([N:32]1[CH2:33][CH2:34][N:29]([C:22]2[S:23][C:24]([C:25]([F:28])([F:26])[F:27])=[C:20]([CH3:19])[N:21]=2)[CH2:30][CH2:31]1)=[O:9])([CH3:2])[CH3:3], predict the reactants needed to synthesize it. The reactants are: [CH:1]([O:4][C:5]1[CH:13]=[CH:12][C:11]([S:14]([CH3:17])(=[O:16])=[O:15])=[CH:10][C:6]=1[C:7]([OH:9])=O)([CH3:3])[CH3:2].Cl.[CH3:19][C:20]1[N:21]=[C:22]([N:29]2[CH2:34][CH2:33][NH:32][CH2:31][CH2:30]2)[S:23][C:24]=1[C:25]([F:28])([F:27])[F:26]. (2) Given the product [Cl:1][C:2]1[S:6][C:5]([C:7]([NH:9][C:10]2([C:15]([O:17][CH3:18])=[O:16])[CH2:14][CH:13]3[O:27][CH:12]3[CH2:11]2)=[O:8])=[CH:4][CH:3]=1, predict the reactants needed to synthesize it. The reactants are: [Cl:1][C:2]1[S:6][C:5]([C:7]([NH:9][C:10]2([C:15]([O:17][CH3:18])=[O:16])[CH2:14][CH:13]=[CH:12][CH2:11]2)=[O:8])=[CH:4][CH:3]=1.ClC1C=CC=C(C(OO)=[O:27])C=1.